From a dataset of NCI-60 drug combinations with 297,098 pairs across 59 cell lines. Regression. Given two drug SMILES strings and cell line genomic features, predict the synergy score measuring deviation from expected non-interaction effect. (1) Drug 1: CC1=C(N=C(N=C1N)C(CC(=O)N)NCC(C(=O)N)N)C(=O)NC(C(C2=CN=CN2)OC3C(C(C(C(O3)CO)O)O)OC4C(C(C(C(O4)CO)O)OC(=O)N)O)C(=O)NC(C)C(C(C)C(=O)NC(C(C)O)C(=O)NCCC5=NC(=CS5)C6=NC(=CS6)C(=O)NCCC[S+](C)C)O. Drug 2: CC1=C(C(=O)C2=C(C1=O)N3CC4C(C3(C2COC(=O)N)OC)N4)N. Cell line: HCT-15. Synergy scores: CSS=55.6, Synergy_ZIP=1.59, Synergy_Bliss=5.32, Synergy_Loewe=3.48, Synergy_HSA=7.70. (2) Drug 1: CC1=CC2C(CCC3(C2CCC3(C(=O)C)OC(=O)C)C)C4(C1=CC(=O)CC4)C. Drug 2: CC1=C2C(C(=O)C3(C(CC4C(C3C(C(C2(C)C)(CC1OC(=O)C(C(C5=CC=CC=C5)NC(=O)C6=CC=CC=C6)O)O)OC(=O)C7=CC=CC=C7)(CO4)OC(=O)C)O)C)OC(=O)C. Cell line: MDA-MB-435. Synergy scores: CSS=46.6, Synergy_ZIP=9.86, Synergy_Bliss=8.39, Synergy_Loewe=-47.4, Synergy_HSA=5.39.